The task is: Predict the product of the given reaction.. This data is from Forward reaction prediction with 1.9M reactions from USPTO patents (1976-2016). (1) Given the reactants [F:1][C:2]([F:43])([F:42])[C:3]1[CH:4]=[C:5]([C@H:13]2[O:17][C:16](=[O:18])[N:15]([CH2:19][C:20]3[CH:25]=[C:24]([C:26]([F:29])([F:28])[F:27])[CH:23]=[CH:22][C:21]=3[C:30]3[CH:35]=[C:34]([N+]([O-])=O)[CH:33]=[CH:32][C:31]=3OC)[C@H:14]2[CH3:41])[CH:6]=[C:7]([C:9]([F:12])([F:11])[F:10])[CH:8]=1.C[CH2:45][O:46]C(C)=O, predict the reaction product. The product is: [CH3:45][O:46][C:25]1[C:20]([CH2:19][N:15]2[C@@H:14]([CH3:41])[C@@H:13]([C:5]3[CH:6]=[C:7]([C:9]([F:12])([F:11])[F:10])[CH:8]=[C:3]([C:2]([F:42])([F:43])[F:1])[CH:4]=3)[O:17][C:16]2=[O:18])=[C:21]([C:30]2[CH:35]=[CH:34][CH:33]=[CH:32][CH:31]=2)[CH:22]=[CH:23][C:24]=1[C:26]([F:28])([F:27])[F:29]. (2) Given the reactants [N:1]12[CH2:8][CH2:7][CH:4]([CH2:5][CH2:6]1)[CH:3]([OH:9])[CH2:2]2.[H-].[Na+].[Br:12][C:13]1[CH:14]=[C:15]([N:19]=[C:20]=[O:21])[CH:16]=[CH:17][CH:18]=1, predict the reaction product. The product is: [Br:12][C:13]1[CH:14]=[C:15]([NH:19][C:20](=[O:21])[O:9][CH:3]2[CH:4]3[CH2:7][CH2:8][N:1]([CH2:6][CH2:5]3)[CH2:2]2)[CH:16]=[CH:17][CH:18]=1. (3) Given the reactants [Cl:1][C:2]1[CH:7]=[C:6]([C:8]([F:11])([F:10])[F:9])[CH:5]=[C:4]([F:12])[C:3]=1[N:13]1[C:17]([CH3:18])=[C:16]([S:19]([C:21]([F:24])([F:23])[F:22])=[O:20])[C:15]([C:25]([NH2:27])=O)=[N:14]1.C(N(CC)CC)C.FC(F)(F)C(OC(=O)C(F)(F)F)=O, predict the reaction product. The product is: [Cl:1][C:2]1[CH:7]=[C:6]([C:8]([F:11])([F:10])[F:9])[CH:5]=[C:4]([F:12])[C:3]=1[N:13]1[C:17]([CH3:18])=[C:16]([S:19]([C:21]([F:24])([F:22])[F:23])=[O:20])[C:15]([C:25]#[N:27])=[N:14]1. (4) Given the reactants [Cl:1][C:2]1[C:3]([O:12][C:13]2[CH:18]=[C:17]([O:19][CH2:20][CH2:21][CH2:22][O:23][CH3:24])[CH:16]=[CH:15][C:14]=2[CH2:25][CH2:26][C:27]([OH:29])=O)=[N:4][CH:5]=[C:6]([C:8]([F:11])([F:10])[F:9])[CH:7]=1.Cl.C(N=C=NCCCN(C)C)C.[CH2:42]([S:47]([NH2:50])(=[O:49])=[O:48])[CH2:43][CH2:44][CH2:45][CH3:46].Cl, predict the reaction product. The product is: [Cl:1][C:2]1[C:3]([O:12][C:13]2[CH:18]=[C:17]([O:19][CH2:20][CH2:21][CH2:22][O:23][CH3:24])[CH:16]=[CH:15][C:14]=2[CH2:25][CH2:26][C:27]([NH:50][S:47]([CH2:42][CH2:43][CH2:44][CH2:45][CH3:46])(=[O:49])=[O:48])=[O:29])=[N:4][CH:5]=[C:6]([C:8]([F:9])([F:11])[F:10])[CH:7]=1. (5) Given the reactants [C:1]1([C:7]2[CH:8]=[C:9]([C:16]3[O:20][N:19]=[C:18]([C:21]4[S:25][C:24]([CH2:26]O)=[CH:23][CH:22]=4)[N:17]=3)[S:10][C:11]=2[C:12]([F:15])([F:14])[F:13])[CH:6]=[CH:5][CH:4]=[CH:3][CH:2]=1.C(Br)(Br)(Br)Br.C1(P(C2C=CC=CC=2)C2C=CC=CC=2)C=CC=CC=1.Cl.[NH:53]1[CH2:56][CH:55]([C:57]([O:59][CH2:60][CH3:61])=[O:58])[CH2:54]1.C(N(CC)C(C)C)(C)C, predict the reaction product. The product is: [C:1]1([C:7]2[CH:8]=[C:9]([C:16]3[O:20][N:19]=[C:18]([C:21]4[S:25][C:24]([CH2:26][N:53]5[CH2:56][CH:55]([C:57]([O:59][CH2:60][CH3:61])=[O:58])[CH2:54]5)=[CH:23][CH:22]=4)[N:17]=3)[S:10][C:11]=2[C:12]([F:15])([F:14])[F:13])[CH:2]=[CH:3][CH:4]=[CH:5][CH:6]=1. (6) Given the reactants Cl[C:2]1[CH:11]=[CH:10][N:9]=[C:8]2[C:3]=1[C:4]1[CH:16]=[CH:15][CH:14]=[CH:13][C:5]=1[C:6](=[O:12])[NH:7]2.[C:17]([C:19]1[CH:20]=[C:21]([CH3:25])[CH:22]=[CH:23][CH:24]=1)#[CH:18], predict the reaction product. The product is: [CH3:25][C:21]1[CH:20]=[C:19]([C:17]#[C:18][C:2]2[CH:11]=[CH:10][N:9]=[C:8]3[C:3]=2[C:4]2[CH:16]=[CH:15][CH:14]=[CH:13][C:5]=2[C:6](=[O:12])[NH:7]3)[CH:24]=[CH:23][CH:22]=1.